From a dataset of Forward reaction prediction with 1.9M reactions from USPTO patents (1976-2016). Predict the product of the given reaction. (1) Given the reactants [O:1]([C:8]1[CH:9]=[C:10]([C:14]2[CH:18]=[C:17]([CH2:19][CH2:20][CH:21]=O)[O:16][N:15]=2)[CH:11]=[CH:12][CH:13]=1)[C:2]1[CH:7]=[CH:6][CH:5]=[CH:4][CH:3]=1.[CH2:23]([N:30]1[CH2:35][CH2:34][NH:33][CH2:32][CH2:31]1)[C:24]1[CH:29]=[CH:28][CH:27]=[CH:26][CH:25]=1.[BH-](OC(C)=O)(OC(C)=O)OC(C)=O.[Na+], predict the reaction product. The product is: [CH2:23]([N:30]1[CH2:35][CH2:34][N:33]([CH2:21][CH2:20][CH2:19][C:17]2[O:16][N:15]=[C:14]([C:10]3[CH:11]=[CH:12][CH:13]=[C:8]([O:1][C:2]4[CH:3]=[CH:4][CH:5]=[CH:6][CH:7]=4)[CH:9]=3)[CH:18]=2)[CH2:32][CH2:31]1)[C:24]1[CH:25]=[CH:26][CH:27]=[CH:28][CH:29]=1. (2) The product is: [CH3:1][C:2]([CH3:16])([CH3:15])[C:3]([NH:5][CH2:6][C:7]1[CH:8]=[CH:9][C:10]([CH2:11][NH2:12])=[CH:13][CH:14]=1)=[O:4]. Given the reactants [CH3:1][C:2]([CH3:16])([CH3:15])[C:3]([NH:5][CH2:6][C:7]1[CH:14]=[CH:13][C:10]([C:11]#[N:12])=[CH:9][CH:8]=1)=[O:4], predict the reaction product. (3) The product is: [Cl:34][C:18]1[C:19]([CH2:21][CH2:22][C:23]2[CH:28]=[CH:27][CH:26]=[CH:25][C:24]=2[CH:29]([CH3:33])[C:30]([NH2:32])=[O:31])=[N:20][C:15]([NH:13][C:11]2[CH:10]=[N:9][N:8]([CH:5]3[CH2:4][CH2:3][N:2]([CH3:1])[CH2:7][CH2:6]3)[CH:12]=2)=[N:16][CH:17]=1. Given the reactants [CH3:1][N:2]1[CH2:7][CH2:6][CH:5]([N:8]2[CH:12]=[C:11]([NH2:13])[CH:10]=[N:9]2)[CH2:4][CH2:3]1.Cl[C:15]1[N:20]=[C:19]([CH2:21][CH2:22][C:23]2[CH:28]=[CH:27][CH:26]=[CH:25][C:24]=2[CH:29]([CH3:33])[C:30]([NH2:32])=[O:31])[C:18]([Cl:34])=[CH:17][N:16]=1.O, predict the reaction product. (4) Given the reactants [Cl:1][C:2]1[CH:3]=[CH:4][CH:5]=[C:6]2[C:11]=1[N:10]=[C:9]([C:12]1[CH:17]=[CH:16][CH:15]=[CH:14][C:13]=1[Cl:18])[C:8]([CH2:19]Cl)=[CH:7]2.[H-].[Na+].[I:23][C:24]1[C:32]2[C:27](=[N:28][CH:29]=[N:30][C:31]=2[NH2:33])[NH:26][N:25]=1, predict the reaction product. The product is: [Cl:1][C:2]1[CH:3]=[CH:4][CH:5]=[C:6]2[C:11]=1[N:10]=[C:9]([C:12]1[CH:17]=[CH:16][CH:15]=[CH:14][C:13]=1[Cl:18])[C:8]([CH2:19][N:26]1[C:27]3=[N:28][CH:29]=[N:30][C:31]([NH2:33])=[C:32]3[C:24]([I:23])=[N:25]1)=[CH:7]2. (5) Given the reactants C[Si]([C:5]#[C:6][C:7]1[CH:8]=[C:9]([O:13][CH:14]([CH2:24][CH3:25])[C:15]([NH:17][C:18]([CH3:23])([CH3:22])[C:19]#[C:20][CH3:21])=[O:16])[CH:10]=[N:11][CH:12]=1)(C)C.[F-].C([N+](CCCC)(CCCC)CCCC)CCC.C(OCC)C.CCCCCC, predict the reaction product. The product is: [C:6]([C:7]1[CH:8]=[C:9]([O:13][CH:14]([CH2:24][CH3:25])[C:15]([NH:17][C:18]([CH3:23])([CH3:22])[C:19]#[C:20][CH3:21])=[O:16])[CH:10]=[N:11][CH:12]=1)#[CH:5].